From a dataset of NCI-60 drug combinations with 297,098 pairs across 59 cell lines. Regression. Given two drug SMILES strings and cell line genomic features, predict the synergy score measuring deviation from expected non-interaction effect. (1) Drug 1: C(CC(=O)O)C(=O)CN.Cl. Drug 2: CCN(CC)CCCC(C)NC1=C2C=C(C=CC2=NC3=C1C=CC(=C3)Cl)OC. Cell line: A549. Synergy scores: CSS=34.9, Synergy_ZIP=-9.06, Synergy_Bliss=-4.19, Synergy_Loewe=-5.21, Synergy_HSA=-2.50. (2) Drug 1: CCCS(=O)(=O)NC1=C(C(=C(C=C1)F)C(=O)C2=CNC3=C2C=C(C=N3)C4=CC=C(C=C4)Cl)F. Drug 2: CC1C(C(=O)NC(C(=O)N2CCCC2C(=O)N(CC(=O)N(C(C(=O)O1)C(C)C)C)C)C(C)C)NC(=O)C3=C4C(=C(C=C3)C)OC5=C(C(=O)C(=C(C5=N4)C(=O)NC6C(OC(=O)C(N(C(=O)CN(C(=O)C7CCCN7C(=O)C(NC6=O)C(C)C)C)C)C(C)C)C)N)C. Cell line: ACHN. Synergy scores: CSS=28.2, Synergy_ZIP=21.8, Synergy_Bliss=24.3, Synergy_Loewe=23.8, Synergy_HSA=23.2. (3) Drug 1: CN(C(=O)NC(C=O)C(C(C(CO)O)O)O)N=O. Drug 2: CC1=C(C(=O)C2=C(C1=O)N3CC4C(C3(C2COC(=O)N)OC)N4)N. Cell line: MALME-3M. Synergy scores: CSS=9.57, Synergy_ZIP=-2.99, Synergy_Bliss=4.42, Synergy_Loewe=-8.42, Synergy_HSA=2.71. (4) Drug 1: CNC(=O)C1=CC=CC=C1SC2=CC3=C(C=C2)C(=NN3)C=CC4=CC=CC=N4. Drug 2: CN1C(=O)N2C=NC(=C2N=N1)C(=O)N. Cell line: CAKI-1. Synergy scores: CSS=-10.9, Synergy_ZIP=-1.10, Synergy_Bliss=-13.2, Synergy_Loewe=-19.9, Synergy_HSA=-16.0. (5) Drug 1: C1=NNC2=C1C(=O)NC=N2. Drug 2: CN(C(=O)NC(C=O)C(C(C(CO)O)O)O)N=O. Cell line: MDA-MB-231. Synergy scores: CSS=5.63, Synergy_ZIP=-0.999, Synergy_Bliss=1.60, Synergy_Loewe=1.03, Synergy_HSA=0.789. (6) Drug 1: CC1=CC2C(CCC3(C2CCC3(C(=O)C)OC(=O)C)C)C4(C1=CC(=O)CC4)C. Drug 2: C1CCC(C(C1)N)N.C(=O)(C(=O)[O-])[O-].[Pt+4]. Cell line: MCF7. Synergy scores: CSS=20.3, Synergy_ZIP=-5.99, Synergy_Bliss=-1.92, Synergy_Loewe=-70.0, Synergy_HSA=-11.0. (7) Drug 1: C1=CC(=CC=C1CC(C(=O)O)N)N(CCCl)CCCl.Cl. Drug 2: CC1=C2C(C(=O)C3(C(CC4C(C3C(C(C2(C)C)(CC1OC(=O)C(C(C5=CC=CC=C5)NC(=O)C6=CC=CC=C6)O)O)OC(=O)C7=CC=CC=C7)(CO4)OC(=O)C)O)C)OC(=O)C. Cell line: LOX IMVI. Synergy scores: CSS=23.9, Synergy_ZIP=-13.3, Synergy_Bliss=-11.7, Synergy_Loewe=-39.3, Synergy_HSA=-7.83.